From a dataset of Peptide-MHC class II binding affinity with 134,281 pairs from IEDB. Regression. Given a peptide amino acid sequence and an MHC pseudo amino acid sequence, predict their binding affinity value. This is MHC class II binding data. (1) The peptide sequence is ALFYKLDVVPID. The MHC is HLA-DPA10103-DPB10301 with pseudo-sequence HLA-DPA10103-DPB10301. The binding affinity (normalized) is 0.0243. (2) The binding affinity (normalized) is 0.197. The MHC is DRB1_0802 with pseudo-sequence DRB1_0802. The peptide sequence is SADEVQRMMAEIDTD. (3) The peptide sequence is INQPTAAAIAYGLDR. The MHC is HLA-DQA10501-DQB10301 with pseudo-sequence HLA-DQA10501-DQB10301. The binding affinity (normalized) is 0.663. (4) The peptide sequence is NDKFLANVSTVLTGK. The MHC is DRB1_1101 with pseudo-sequence DRB1_1101. The binding affinity (normalized) is 0.643. (5) The peptide sequence is YNAVLTHVKINDKCP. The MHC is DRB1_0404 with pseudo-sequence DRB1_0404. The binding affinity (normalized) is 0.0670. (6) The peptide sequence is FGQNTASIAATEAQY. The MHC is HLA-DPA10301-DPB10402 with pseudo-sequence HLA-DPA10301-DPB10402. The binding affinity (normalized) is 0.336. (7) The peptide sequence is EKKYDAATQFEPLAA. The MHC is HLA-DPA10201-DPB10101 with pseudo-sequence HLA-DPA10201-DPB10101. The binding affinity (normalized) is 0.572.